This data is from Forward reaction prediction with 1.9M reactions from USPTO patents (1976-2016). The task is: Predict the product of the given reaction. Given the reactants [NH:1]1[C:10]2[C:5](=[CH:6][CH:7]=[CH:8][CH:9]=2)[CH2:4][CH2:3][CH2:2]1.C(N(CC)CC)C.[O:18](C(C(F)(F)F)=O)[C:19]([C:21]([F:24])([F:23])[F:22])=O.O, predict the reaction product. The product is: [F:22][C:21]([F:24])([F:23])[C:19]([N:1]1[C:10]2[C:5](=[CH:6][CH:7]=[CH:8][CH:9]=2)[CH2:4][CH2:3][CH2:2]1)=[O:18].